This data is from Full USPTO retrosynthesis dataset with 1.9M reactions from patents (1976-2016). The task is: Predict the reactants needed to synthesize the given product. (1) Given the product [C:1]([O:5][C:6]([N:8]1[CH2:13][CH2:12][N:11]([C:14]2[CH:19]=[C:18]([OH:20])[CH:17]=[CH:16][C:15]=2[NH:28][C:29]([C:31]2[C:40]3[C:35](=[CH:36][CH:37]=[CH:38][CH:39]=3)[CH:34]=[CH:33][CH:32]=2)=[O:30])[CH2:10][CH2:9]1)=[O:7])([CH3:4])([CH3:2])[CH3:3], predict the reactants needed to synthesize it. The reactants are: [C:1]([O:5][C:6]([N:8]1[CH2:13][CH2:12][N:11]([C:14]2[CH:19]=[C:18]([O:20]CC3C=CC=CC=3)[CH:17]=[CH:16][C:15]=2[NH:28][C:29]([C:31]2[C:40]3[C:35](=[CH:36][CH:37]=[CH:38][CH:39]=3)[CH:34]=[CH:33][CH:32]=2)=[O:30])[CH2:10][CH2:9]1)=[O:7])([CH3:4])([CH3:3])[CH3:2].[H][H]. (2) Given the product [CH3:24][C:21]1[CH:22]=[CH:23][C:18]([O:17][C:11]2[C:10]3[C:15](=[CH:16][C:7]([O:6][CH2:5][CH2:4][CH2:3][CH2:2][N:14]4[CH2:15][CH2:10][CH2:11][CH2:12][CH:13]4[CH:41]4[CH2:42][CH2:43][NH:44][CH2:45][CH2:46]4)=[C:8]([O:33][CH3:34])[CH:9]=3)[N:14]=[CH:13][CH:12]=2)=[C:19]([C:25]([C:27]2[CH:28]=[CH:29][CH:30]=[CH:31][CH:32]=2)=[O:26])[CH:20]=1, predict the reactants needed to synthesize it. The reactants are: Cl[CH2:2][CH2:3][CH2:4][CH2:5][O:6][C:7]1[CH:16]=[C:15]2[C:10]([C:11]([O:17][C:18]3[CH:23]=[CH:22][C:21]([CH3:24])=[CH:20][C:19]=3[C:25]([C:27]3[CH:32]=[CH:31][CH:30]=[CH:29][CH:28]=3)=[O:26])=[CH:12][CH:13]=[N:14]2)=[CH:9][C:8]=1[O:33][CH3:34].[N:44]1([CH:41]2[CH2:46][CH2:45][NH:44][CH2:43][CH2:42]2)[CH2:45][CH2:46][CH2:41][CH2:42][CH2:43]1.C(=O)([O-])[O-].[K+].[K+].O.